The task is: Predict the reaction yield, written as a fraction of the theoretical maximum amount of product (1.0 means a 100% yield; for example, 0.34 means a 34% yield).. This data is from Reaction yield outcomes from USPTO patents with 853,638 reactions. (1) The reactants are N(C(OC(C)(C)C)=O)=NC(OC(C)(C)C)=O.[CH2:17]([O:19][C:20]([C:22]1[NH:23][N:24]=[C:25]([CH2:27][O:28][C:29]2[CH:34]=[CH:33][CH:32]=[CH:31][CH:30]=2)[CH:26]=1)=[O:21])[CH3:18].[Br:35][CH2:36][CH2:37]O.C1(P(C2C=CC=CC=2)C2C=CC=CC=2)C=CC=CC=1. The catalyst is C1COCC1. The product is [CH2:17]([O:19][C:20]([C:22]1[N:23]([CH2:37][CH2:36][Br:35])[N:24]=[C:25]([CH2:27][O:28][C:29]2[CH:34]=[CH:33][CH:32]=[CH:31][CH:30]=2)[CH:26]=1)=[O:21])[CH3:18]. The yield is 0.710. (2) The reactants are [CH2:1]([N:6]1[C:14]2[N:13]=[CH:12][NH:11][C:10]=2[C:9](=[O:15])[NH:8]/[C:7]/1=[N:16]\[NH2:17])[CH2:2][CH2:3][CH2:4][CH3:5].[C:18]([NH:28][CH2:29][C:30](O)=[O:31])([O:20][CH2:21][C:22]1[CH:27]=[CH:26][CH:25]=[CH:24][CH:23]=1)=[O:19].F[P-](F)(F)(F)(F)F.N1(O[P+](N(C)C)(N(C)C)N(C)C)C2C=CC=CC=2N=N1.C(N(CC)CC)C. The catalyst is CN(C=O)C.CCOC(C)=O. The product is [O:31]=[C:30]([NH:17]/[N:16]=[C:7]1\[NH:8][C:9](=[O:15])[C:10]2[NH:11][CH:12]=[N:13][C:14]=2[N:6]\1[CH2:1][CH2:2][CH2:3][CH2:4][CH3:5])[CH2:29][NH:28][C:18](=[O:19])[O:20][CH2:21][C:22]1[CH:23]=[CH:24][CH:25]=[CH:26][CH:27]=1. The yield is 0.860. (3) The reactants are [CH3:1][O:2][C:3](=[O:13])[C:4]1[CH:9]=[C:8]([F:10])[CH:7]=[C:6]([CH2:11]Br)[CH:5]=1.[C-:14]#[N:15].[K+].C1OCCOCCOCCOCCOCCOC1. The yield is 0.770. The product is [CH3:1][O:2][C:3](=[O:13])[C:4]1[CH:9]=[C:8]([F:10])[CH:7]=[C:6]([CH2:11][C:14]#[N:15])[CH:5]=1. The catalyst is C(#N)C. (4) The reactants are [C:1]([O:5][C:6]([N:8]1[CH2:13][CH2:12][C:11]2[N:14]([CH2:25][CH:26]3[CH2:28][O:27]3)[N:15]=[C:16]([C:17]3[CH:22]=[CH:21][C:20]([Cl:23])=[C:19]([CH3:24])[CH:18]=3)[C:10]=2[CH2:9]1)=[O:7])([CH3:4])([CH3:3])[CH3:2].[C:29]([C:31]1[CH:36]=[CH:35][CH:34]=[CH:33][C:32]=1[N:37]1[CH2:42][CH2:41][NH:40][CH2:39][CH2:38]1)#[N:30]. The catalyst is CCO.C(N(CC)CC)C. The product is [C:1]([O:5][C:6]([N:8]1[CH2:13][CH2:12][C:11]2[N:14]([CH2:25][CH:26]([OH:27])[CH2:28][N:40]3[CH2:39][CH2:38][N:37]([C:32]4[CH:33]=[CH:34][CH:35]=[CH:36][C:31]=4[C:29]#[N:30])[CH2:42][CH2:41]3)[N:15]=[C:16]([C:17]3[CH:22]=[CH:21][C:20]([Cl:23])=[C:19]([CH3:24])[CH:18]=3)[C:10]=2[CH2:9]1)=[O:7])([CH3:2])([CH3:3])[CH3:4]. The yield is 0.830.